Dataset: Forward reaction prediction with 1.9M reactions from USPTO patents (1976-2016). Task: Predict the product of the given reaction. (1) Given the reactants Cl[C:2]1[CH:7]=[CH:6][C:5]([Cl:8])=[CH:4][C:3]=1[N+:9]([O-:11])=[O:10].[CH3:12][N:13]([CH3:19])[CH2:14][CH2:15][CH2:16][NH:17][CH3:18], predict the reaction product. The product is: [Cl:8][C:5]1[CH:6]=[CH:7][C:2]([N:17]([CH2:16][CH2:15][CH2:14][N:13]([CH3:19])[CH3:12])[CH3:18])=[C:3]([N+:9]([O-:11])=[O:10])[CH:4]=1. (2) Given the reactants [C:1]([C:3]1[C:4]([N:18]2[CH2:23][CH2:22][NH:21][CH2:20][CH2:19]2)=[N:5][C:6]([C:14]([F:17])([F:16])[F:15])=[C:7]([CH:13]=1)[C:8]([O:10][CH2:11][CH3:12])=[O:9])#[N:2].[Cl:24][C:25]1[CH:30]=[CH:29][CH:28]=[CH:27][C:26]=1[S:31]([N:34]=[C:35]=[O:36])(=[O:33])=[O:32], predict the reaction product. The product is: [Cl:24][C:25]1[CH:30]=[CH:29][CH:28]=[CH:27][C:26]=1[S:31]([NH:34][C:35]([N:21]1[CH2:22][CH2:23][N:18]([C:4]2[C:3]([C:1]#[N:2])=[CH:13][C:7]([C:8]([O:10][CH2:11][CH3:12])=[O:9])=[C:6]([C:14]([F:15])([F:17])[F:16])[N:5]=2)[CH2:19][CH2:20]1)=[O:36])(=[O:33])=[O:32]. (3) Given the reactants C([O:4][CH:5]1[CH2:10][CH2:9][CH:8]([C:11]([F:27])([F:26])[CH2:12][CH:13]2[C:21]3[C:16](=[CH:17][CH:18]=[CH:19][C:20]=3[F:22])[C:15]3=[CH:23][N:24]=[CH:25][N:14]23)[CH2:7][CH2:6]1)(=O)C.C(=O)([O-])[O-].[K+].[K+].[NH4+].[Cl-].CC#N, predict the reaction product. The product is: [F:26][C:11]([CH:8]1[CH2:9][CH2:10][CH:5]([OH:4])[CH2:6][CH2:7]1)([F:27])[CH2:12][CH:13]1[C:21]2[C:16](=[CH:17][CH:18]=[CH:19][C:20]=2[F:22])[C:15]2=[CH:23][N:24]=[CH:25][N:14]12. (4) The product is: [CH2:11]1[C:7]2([CH2:12][CH2:13][CH2:14][C:5]([CH2:3][OH:2])=[CH:6]2)[CH2:8][CH2:9][CH2:10]1. Given the reactants C[O:2][C:3]([C:5]1[CH2:14][CH2:13][CH2:12][C:7]2([CH2:11][CH2:10][CH2:9][CH2:8]2)[CH:6]=1)=O.C1(C)C=CC=CC=1.[H-].C([Al+]CC(C)C)C(C)C.Cl, predict the reaction product.